This data is from Reaction yield outcomes from USPTO patents with 853,638 reactions. The task is: Predict the reaction yield, written as a fraction of the theoretical maximum amount of product (1.0 means a 100% yield; for example, 0.34 means a 34% yield). (1) The reactants are [Cl:1][C:2]1[C:10]([N+:11]([O-])=O)=[CH:9][C:5]2=[N:6][S:7][N:8]=[C:4]2[CH:3]=1.O.O.Cl[Sn]Cl.Cl.C([O-])(O)=O.[Na+]. The catalyst is CO.ClCCl.O. The product is [Cl:1][C:2]1[C:10]([NH2:11])=[CH:9][C:5]2[C:4]([CH:3]=1)=[N:8][S:7][N:6]=2. The yield is 0.950. (2) The reactants are Br[C:2]1[CH:10]=[CH:9][C:5]([C:6]([OH:8])=[O:7])=[C:4]([S:11]([CH3:14])(=[O:13])=[O:12])[CH:3]=1.[CH3:15][C@@H:16]1[CH2:20][CH2:19][CH2:18][N:17]1[CH2:21][CH2:22][C:23]1[CH:28]=[CH:27][C:26](B(O)O)=[CH:25][CH:24]=1.C([O-])([O-])=O.[Na+].[Na+]. The catalyst is CCO.C1C=CC=CC=1.C1C=CC([P]([Pd]([P](C2C=CC=CC=2)(C2C=CC=CC=2)C2C=CC=CC=2)([P](C2C=CC=CC=2)(C2C=CC=CC=2)C2C=CC=CC=2)[P](C2C=CC=CC=2)(C2C=CC=CC=2)C2C=CC=CC=2)(C2C=CC=CC=2)C2C=CC=CC=2)=CC=1. The product is [CH3:14][S:11]([C:4]1[CH:3]=[C:2]([C:26]2[CH:25]=[CH:24][C:23]([CH2:22][CH2:21][N:17]3[CH2:18][CH2:19][CH2:20][C@H:16]3[CH3:15])=[CH:28][CH:27]=2)[CH:10]=[CH:9][C:5]=1[C:6]([OH:8])=[O:7])(=[O:13])=[O:12]. The yield is 0.0900. (3) The reactants are [H-].[Na+].[CH3:3][C:4]1[CH:9]=[C:8]([CH3:10])[CH:7]=[C:6]([CH3:11])[C:5]=1[OH:12].Cl[C:14]1[CH:19]=[CH:18][N:17]=[C:16]([NH:20][C:21]2[CH:28]=[CH:27][C:24]([C:25]#[N:26])=[CH:23][CH:22]=2)[N:15]=1.O. The catalyst is O1CCOCC1. The product is [CH3:3][C:4]1[CH:9]=[C:8]([CH3:10])[CH:7]=[C:6]([CH3:11])[C:5]=1[O:12][C:18]1[CH:19]=[CH:14][N:15]=[C:16]([NH:20][C:21]2[CH:28]=[CH:27][C:24]([C:25]#[N:26])=[CH:23][CH:22]=2)[N:17]=1. The yield is 0.894. (4) The reactants are C(OC(=O)C1C=CC=C(NC(OCC=C)=O)C=1)C.[Cl:19][C:20]1[N:25]=[C:24]([CH2:26][C:27]([C:29]2[CH:30]=[C:31]([NH:35][C:36](=[O:41])[O:37][CH2:38][CH:39]=[CH2:40])[CH:32]=[CH:33][CH:34]=2)=[O:28])[CH:23]=[CH:22][N:21]=1.ClC1N=C(C)C=CN=1. The catalyst is [Li+].C[Si]([N-][Si](C)(C)C)(C)C.C1COCC1. The product is [Cl:19][C:20]1[N:25]=[C:24]([CH2:26][C:27]([C:29]2[CH:30]=[C:31]([NH:35][C:36](=[O:41])[O:37][CH2:38][CH:39]=[CH2:40])[CH:32]=[CH:33][CH:34]=2)=[O:28])[CH:23]=[CH:22][N:21]=1. The yield is 0.510. (5) The reactants are Cl[C:2]1[CH:7]=[C:6](/[CH:8]=[CH:9]/[CH:10]([C:15]2[CH:20]=[C:19]([Cl:21])[CH:18]=[C:17]([Cl:22])[CH:16]=2)[C:11]([F:14])([F:13])[F:12])[CH:5]=[CH:4][C:3]=1[CH2:23][NH2:24].[C:25](OC(=O)C)(=[O:27])[CH3:26]. The catalyst is C(Cl)Cl.O. The product is [Cl:22][C:17]1[CH:16]=[C:15]([CH:10]([C:11]([F:14])([F:12])[F:13])/[CH:9]=[CH:8]/[C:6]2[CH:7]=[CH:2][C:3]([CH2:23][NH:24][C:25](=[O:27])[CH3:26])=[CH:4][CH:5]=2)[CH:20]=[C:19]([Cl:21])[CH:18]=1. The yield is 0.600.